This data is from Full USPTO retrosynthesis dataset with 1.9M reactions from patents (1976-2016). The task is: Predict the reactants needed to synthesize the given product. (1) Given the product [Br:14][CH2:15][CH2:16][N:4]1[CH:5]=[CH:6][CH:7]=[C:3]1[CH:1]=[O:2], predict the reactants needed to synthesize it. The reactants are: [CH:1]([C:3]1[NH:4][CH:5]=[CH:6][CH:7]=1)=[O:2].[OH-].[K+].CS(C)=O.[Br:14][CH2:15][CH2:16]Br. (2) The reactants are: Br[C:2]1[CH:10]=[CH:9][CH:8]=[C:7]2[C:3]=1[CH:4]=[N:5][N:6]2S(C1C=CC=CC=1)(=O)=O.[CH3:20][CH:21]([N:23]1[C:27]([C:28]([NH:30][C:31]2[CH:39]=[C:38]([Sn](C)(C)C)[CH:37]=[C:36]3[C:32]=2[CH:33]=[N:34][N:35]3S(C2C=CC=CC=2)(=O)=O)=[O:29])=[CH:26][CH:25]=[N:24]1)[CH3:22].C1(S)C=CC=CC=1. Given the product [NH:6]1[C:7]2[CH:8]=[CH:9][CH:10]=[C:2]([C:38]3[CH:37]=[C:36]4[C:32]([CH:33]=[N:34][NH:35]4)=[C:31]([NH:30][C:28]([C:27]4[N:23]([CH:21]([CH3:20])[CH3:22])[N:24]=[CH:25][CH:26]=4)=[O:29])[CH:39]=3)[C:3]=2[CH:4]=[N:5]1, predict the reactants needed to synthesize it. (3) Given the product [CH2:1]([C:3]1[C:4]([C:13]2[S:14][C:15]([C:18]3[CH:23]=[CH:22][C:21]([O:24][CH:25]([CH3:27])[CH3:26])=[C:20]([C:28]([F:30])([F:29])[F:31])[CH:19]=3)=[N:16][N:17]=2)=[CH:5][CH:6]=[CH:7][C:8]=1[CH2:9][CH:10]=[O:11])[CH3:2], predict the reactants needed to synthesize it. The reactants are: [CH2:1]([C:3]1[C:8](/[CH:9]=[CH:10]/[O:11]C)=[CH:7][CH:6]=[CH:5][C:4]=1[C:13]1[S:14][C:15]([C:18]2[CH:23]=[CH:22][C:21]([O:24][CH:25]([CH3:27])[CH3:26])=[C:20]([C:28]([F:31])([F:30])[F:29])[CH:19]=2)=[N:16][N:17]=1)[CH3:2].Cl.O.O.CC(=O)OCC.